This data is from Forward reaction prediction with 1.9M reactions from USPTO patents (1976-2016). The task is: Predict the product of the given reaction. (1) Given the reactants [CH2:1]([O:3][C:4]([C:6]1[O:10][C:9](Cl)=[N:8][CH:7]=1)=[O:5])[CH3:2].[C:12]([C:14]1[CH:19]=[CH:18][C:17](B(O)O)=[CH:16][CH:15]=1)#[N:13], predict the reaction product. The product is: [CH2:1]([O:3][C:4]([C:6]1[O:10][C:9]([C:17]2[CH:18]=[CH:19][C:14]([C:12]#[N:13])=[CH:15][CH:16]=2)=[N:8][CH:7]=1)=[O:5])[CH3:2]. (2) Given the reactants [NH2:1][C:2]1[C:3]([Cl:22])=[C:4]([CH:19]=[CH:20][CH:21]=1)[C:5]([NH:7][CH2:8][C:9]12[CH2:18][CH:13]3[CH2:14][CH:15]([CH2:17][CH:11]([CH2:12]3)[CH2:10]1)[CH2:16]2)=[O:6].[Cl:23][CH2:24][CH:25]=O.C([BH3-])#N.[Na+].Cl, predict the reaction product. The product is: [Cl:22][C:3]1[C:2]([NH:1][CH2:25][CH2:24][Cl:23])=[CH:21][CH:20]=[CH:19][C:4]=1[C:5]([NH:7][CH2:8][C:9]12[CH2:18][CH:13]3[CH2:14][CH:15]([CH2:17][CH:11]([CH2:12]3)[CH2:10]1)[CH2:16]2)=[O:6]. (3) Given the reactants Cl.[C:2]([C:4]1[CH:5]=[C:6]([CH:29]=[CH:30][CH:31]=1)[C:7]([NH:9][C:10]1[C:11]([CH3:28])=[C:12]2[C:18]([C@@H:19]3[CH2:24][CH2:23][NH:22][C:21]([CH3:26])([CH3:25])[CH2:20]3)=[CH:17][N:16]([CH3:27])[C:13]2=[N:14][CH:15]=1)=[O:8])#[N:3].C(N(CC)CC)C.[CH3:39][C@H:40]([C:44]([CH3:47])([CH3:46])[CH3:45])[C:41](O)=[O:42], predict the reaction product. The product is: [C:2]([C:4]1[CH:5]=[C:6]([CH:29]=[CH:30][CH:31]=1)[C:7]([NH:9][C:10]1[C:11]([CH3:28])=[C:12]2[C:18]([C@@H:19]3[CH2:24][CH2:23][N:22]([C:41](=[O:42])[C@H:40]([CH3:39])[C:44]([CH3:47])([CH3:46])[CH3:45])[C:21]([CH3:26])([CH3:25])[CH2:20]3)=[CH:17][N:16]([CH3:27])[C:13]2=[N:14][CH:15]=1)=[O:8])#[N:3].